This data is from Reaction yield outcomes from USPTO patents with 853,638 reactions. The task is: Predict the reaction yield, written as a fraction of the theoretical maximum amount of product (1.0 means a 100% yield; for example, 0.34 means a 34% yield). (1) The catalyst is C(O)C. The reactants are [NH:1]([CH2:3][CH2:4][C:5]#[N:6])[NH2:2].[C:7]1(=O)[CH2:10][CH2:9][CH2:8]1.CC(C)([O-])C.[Na+]. The yield is 0.170. The product is [CH:7]1([N:2]2[C:5]([NH2:6])=[CH:4][CH:3]=[N:1]2)[CH2:10][CH2:9][CH2:8]1. (2) The reactants are [NH2:1][C:2]1[CH:3]=[N:4][CH:5]=[CH:6][C:7]=1[C:8]1[C:9]2[O:18][C:17]([CH2:19][N:20]3[CH2:25][CH2:24][N:23]([S:26]([CH3:29])(=[O:28])=[O:27])[CH2:22][C@H:21]3[CH3:30])=[CH:16][C:10]=2[C:11](=[O:15])[N:12]([CH3:14])[CH:13]=1.[CH:31]1([CH:34]=O)[CH2:33][CH2:32]1. The catalyst is CO.C(O)(=O)C. The product is [CH:31]1([CH2:34][NH:1][C:2]2[CH:3]=[N:4][CH:5]=[CH:6][C:7]=2[C:8]2[C:9]3[O:18][C:17]([CH2:19][N:20]4[CH2:25][CH2:24][N:23]([S:26]([CH3:29])(=[O:28])=[O:27])[CH2:22][C@H:21]4[CH3:30])=[CH:16][C:10]=3[C:11](=[O:15])[N:12]([CH3:14])[CH:13]=2)[CH2:33][CH2:32]1. The yield is 0.284.